From a dataset of Full USPTO retrosynthesis dataset with 1.9M reactions from patents (1976-2016). Predict the reactants needed to synthesize the given product. (1) Given the product [Br:9][C:5]1[C:6]([Cl:8])=[CH:7][C:2]([NH2:1])=[N:3][CH:4]=1, predict the reactants needed to synthesize it. The reactants are: [NH2:1][C:2]1[CH:7]=[C:6]([Cl:8])[CH:5]=[CH:4][N:3]=1.[Br:9]N1C(=O)CCC1=O. (2) Given the product [CH3:1][C:2]1[C:3]([C:9]2[CH:27]=[CH:26][C:12]3[N:13]=[C:14]([C:16]4[CH:25]=[CH:24][C:19]([C:20]([OH:22])=[O:21])=[CH:18][CH:17]=4)[O:15][C:11]=3[CH:10]=2)=[N:4][NH:5][C:6](=[O:8])[CH:7]=1, predict the reactants needed to synthesize it. The reactants are: [CH3:1][C:2]1[C:3]([C:9]2[CH:27]=[CH:26][C:12]3[N:13]=[C:14]([C:16]4[CH:25]=[CH:24][C:19]([C:20]([O:22]C)=[O:21])=[CH:18][CH:17]=4)[O:15][C:11]=3[CH:10]=2)=[N:4][NH:5][C:6](=[O:8])[CH:7]=1.[OH-].[Na+].C(O)(=O)CC(CC(O)=O)(C(O)=O)O. (3) Given the product [NH2:1][C:2]1[C:3]([C:7]([NH:12][CH3:11])=[O:9])=[N:4][NH:5][CH:6]=1, predict the reactants needed to synthesize it. The reactants are: [NH2:1][C:2]1[C:3]([C:7]([O:9]C)=O)=[N:4][NH:5][CH:6]=1.[CH3:11][NH2:12].CO.